From a dataset of Catalyst prediction with 721,799 reactions and 888 catalyst types from USPTO. Predict which catalyst facilitates the given reaction. (1) Reactant: [NH:1]1[CH:5]=[C:4]([C:6]2[O:7][C:8]3[CH:28]=[C:27]([O:29][CH3:30])[CH:26]=[CH:25][C:9]=3[C:10]=2[C:11]([C:13]2[CH:18]=[C:17]([O:19][CH3:20])[C:16]([O:21][CH3:22])=[C:15]([O:23][CH3:24])[CH:14]=2)=[O:12])[N:3]=[CH:2]1.[H-].[Na+].[CH3:33]I. Product: [CH3:33][N:1]1[CH:5]=[C:4]([C:6]2[O:7][C:8]3[CH:28]=[C:27]([O:29][CH3:30])[CH:26]=[CH:25][C:9]=3[C:10]=2[C:11]([C:13]2[CH:18]=[C:17]([O:19][CH3:20])[C:16]([O:21][CH3:22])=[C:15]([O:23][CH3:24])[CH:14]=2)=[O:12])[N:3]=[CH:2]1. The catalyst class is: 1. (2) Reactant: [F:1][C:2]1[CH:9]=[CH:8][C:7]([CH2:10][O:11][N:12]=[C:13]2[CH2:18][CH2:17][NH:16][CH2:15][CH2:14]2)=[CH:6][C:3]=1[C:4]#[N:5].C(N(CC)CC)C.Cl[S:27]([C:30]1[CH:31]=[CH:32][C:33]2[N:37]=[C:36]([NH:38][C:39](=[O:42])[O:40][CH3:41])[NH:35][C:34]=2[CH:43]=1)(=[O:29])=[O:28]. Product: [C:4]([C:3]1[CH:6]=[C:7]([CH:8]=[CH:9][C:2]=1[F:1])[CH2:10][O:11][N:12]=[C:13]1[CH2:14][CH2:15][N:16]([S:27]([C:30]2[CH:31]=[CH:32][C:33]3[N:37]=[C:36]([NH:38][C:39](=[O:42])[O:40][CH3:41])[NH:35][C:34]=3[CH:43]=2)(=[O:28])=[O:29])[CH2:17][CH2:18]1)#[N:5]. The catalyst class is: 4. (3) Reactant: [C:1]([NH:4][C:5]([CH2:16][C:17]1[CH:22]=[CH:21][C:20]([C:23]([F:26])([F:25])[F:24])=[CH:19][CH:18]=1)(C(OCC)=O)[C:6]([O:8]CC)=[O:7])(=[O:3])[CH3:2].[OH-].[Na+]. Product: [C:1]([NH:4][CH:5]([CH2:16][C:17]1[CH:18]=[CH:19][C:20]([C:23]([F:24])([F:25])[F:26])=[CH:21][CH:22]=1)[C:6]([OH:8])=[O:7])(=[O:3])[CH3:2]. The catalyst class is: 21. (4) Reactant: [O:1]1[C:6]2[CH:7]=[CH:8][C:9]([CH2:11][NH:12][C@@H:13]3[CH2:18][N:17](C(OC(C)(C)C)=O)[C@H:16]([C:26]([NH:28][C:29]4[C:38]5[C:33](=[CH:34][CH:35]=[C:36]([O:39][CH3:40])[N:37]=5)[N:32]=[CH:31][CH:30]=4)=[O:27])[CH2:15][CH2:14]3)=[CH:10][C:5]=2[O:4][CH2:3][CH2:2]1.C(O)(C(F)(F)F)=O. Product: [O:1]1[C:6]2[CH:7]=[CH:8][C:9]([CH2:11][NH:12][C@@H:13]3[CH2:18][NH:17][C@H:16]([C:26]([NH:28][C:29]4[C:38]5[C:33](=[CH:34][CH:35]=[C:36]([O:39][CH3:40])[N:37]=5)[N:32]=[CH:31][CH:30]=4)=[O:27])[CH2:15][CH2:14]3)=[CH:10][C:5]=2[O:4][CH2:3][CH2:2]1. The catalyst class is: 4. (5) Reactant: [F:1][C:2]1[CH:7]=[CH:6][C:5]([N+:8]([O-:10])=[O:9])=[CH:4][C:3]=1[CH2:11][C:12]([OH:14])=O.CN(C(ON1N=NC2C=CC=NC1=2)=[N+](C)C)C.F[P-](F)(F)(F)(F)F.[C:39]([O:43][C:44](=[O:47])[CH2:45][NH2:46])([CH3:42])([CH3:41])[CH3:40].C(N(C(C)C)CC)(C)C. Product: [C:39]([O:43][C:44](=[O:47])[CH2:45][NH:46][C:12](=[O:14])[CH2:11][C:3]1[CH:4]=[C:5]([N+:8]([O-:10])=[O:9])[CH:6]=[CH:7][C:2]=1[F:1])([CH3:42])([CH3:41])[CH3:40]. The catalyst class is: 2. (6) Reactant: FC(F)(F)S(O[C:7]1[CH2:12][CH2:11][CH2:10][CH2:9][C:8]=1[C:13]([O:15][CH2:16][CH3:17])=[O:14])(=O)=O.[Cl:20][C:21]1[CH:26]=[CH:25][C:24](B(O)O)=[CH:23][CH:22]=1.C([O-])([O-])=O.[Na+].[Na+].CCOCC. Product: [Cl:20][C:21]1[CH:26]=[CH:25][C:24]([C:7]2[CH2:12][CH2:11][CH2:10][CH2:9][C:8]=2[C:13]([O:15][CH2:16][CH3:17])=[O:14])=[CH:23][CH:22]=1. The catalyst class is: 335. (7) Reactant: [OH-].[Li+].C([O:5][C:6]([C:8]1[CH:9]=[C:10]([C:28]2[CH:33]=[CH:32][C:31]([CH:34]3[CH2:39][CH2:38][N:37]([C:40]([O:42][C:43]([CH3:46])([CH3:45])[CH3:44])=[O:41])[CH2:36][CH2:35]3)=[CH:30][CH:29]=2)[C:11]2[C:16]([CH:17]=1)=[CH:15][C:14]([C:18]1[CH:23]=[CH:22][C:21]([C:24]([F:27])([F:26])[F:25])=[CH:20][CH:19]=1)=[CH:13][CH:12]=2)=[O:7])C.CO.Cl. Product: [C:43]([O:42][C:40]([N:37]1[CH2:36][CH2:35][CH:34]([C:31]2[CH:30]=[CH:29][C:28]([C:10]3[C:11]4[C:16](=[CH:15][C:14]([C:18]5[CH:19]=[CH:20][C:21]([C:24]([F:27])([F:25])[F:26])=[CH:22][CH:23]=5)=[CH:13][CH:12]=4)[CH:17]=[C:8]([C:6]([OH:7])=[O:5])[CH:9]=3)=[CH:33][CH:32]=2)[CH2:39][CH2:38]1)=[O:41])([CH3:46])([CH3:44])[CH3:45]. The catalyst class is: 774.